Regression. Given a peptide amino acid sequence and an MHC pseudo amino acid sequence, predict their binding affinity value. This is MHC class I binding data. From a dataset of Peptide-MHC class I binding affinity with 185,985 pairs from IEDB/IMGT. (1) The peptide sequence is YLIGGSATL. The binding affinity (normalized) is 1.00. The MHC is HLA-A02:12 with pseudo-sequence HLA-A02:12. (2) The peptide sequence is LPSSSSYSY. The MHC is HLA-B15:01 with pseudo-sequence HLA-B15:01. The binding affinity (normalized) is 0.0847. (3) The peptide sequence is RMLPKLAEF. The MHC is HLA-A02:01 with pseudo-sequence HLA-A02:01. The binding affinity (normalized) is 0.284.